From a dataset of Full USPTO retrosynthesis dataset with 1.9M reactions from patents (1976-2016). Predict the reactants needed to synthesize the given product. Given the product [C:12]([O:16][C:17](=[O:27])[N:18]([C@H:20]1[CH2:21][CH2:22][C@H:23]([O:26][C:2]2[CH:7]=[C:6]([F:8])[CH:5]=[CH:4][C:3]=2[N+:9]([O-:11])=[O:10])[CH2:24][CH2:25]1)[CH3:19])([CH3:15])([CH3:13])[CH3:14], predict the reactants needed to synthesize it. The reactants are: F[C:2]1[CH:7]=[C:6]([F:8])[CH:5]=[CH:4][C:3]=1[N+:9]([O-:11])=[O:10].[C:12]([O:16][C:17](=[O:27])[N:18]([C@H:20]1[CH2:25][CH2:24][C@H:23]([OH:26])[CH2:22][CH2:21]1)[CH3:19])([CH3:15])([CH3:14])[CH3:13].